Dataset: Peptide-MHC class I binding affinity with 185,985 pairs from IEDB/IMGT. Task: Regression. Given a peptide amino acid sequence and an MHC pseudo amino acid sequence, predict their binding affinity value. This is MHC class I binding data. The peptide sequence is YPSLMSRVV. The MHC is HLA-A02:16 with pseudo-sequence HLA-A02:16. The binding affinity (normalized) is 0.0847.